From a dataset of Full USPTO retrosynthesis dataset with 1.9M reactions from patents (1976-2016). Predict the reactants needed to synthesize the given product. (1) Given the product [CH3:1][C:2]1[CH:10]=[CH:9][C:5]([C:6](=[O:8])[NH:23][C:24]2[CH:29]=[CH:28][CH:27]=[C:26]([C:30]([F:31])([F:32])[F:33])[CH:25]=2)=[CH:4][C:3]=1[NH:11][C:12]([C:14]1[S:22][C:17]2=[N:18][CH:19]=[CH:20][N:21]=[C:16]2[CH:15]=1)=[O:13], predict the reactants needed to synthesize it. The reactants are: [CH3:1][C:2]1[CH:10]=[CH:9][C:5]([C:6]([OH:8])=O)=[CH:4][C:3]=1[NH:11][C:12]([C:14]1[S:22][C:17]2=[N:18][CH:19]=[CH:20][N:21]=[C:16]2[CH:15]=1)=[O:13].[NH2:23][C:24]1[CH:25]=[C:26]([C:30]([F:33])([F:32])[F:31])[CH:27]=[CH:28][CH:29]=1.CN(C(ON1N=NC2C=CC=CC1=2)=[N+](C)C)C.[B-](F)(F)(F)F.CCN(C(C)C)C(C)C.C(O)(=O)CC(CC(O)=O)(C(O)=O)O. (2) Given the product [NH2:15][CH2:14][C:5]1[C:6]([F:13])=[C:7]([C:2]([Cl:1])=[CH:3][CH:4]=1)[C:8]([O:10][CH2:11][CH3:12])=[O:9], predict the reactants needed to synthesize it. The reactants are: [Cl:1][C:2]1[C:7]([C:8]([O:10][CH2:11][CH3:12])=[O:9])=[C:6]([F:13])[C:5]([CH:14]=[N:15]O)=[CH:4][CH:3]=1.Cl.CCO. (3) The reactants are: [NH2:1][C:2]1[N:6]([C@@H:7]2[CH2:12][CH2:11][CH2:10][NH:9][CH2:8]2)[N:5]=[C:4]([C:13]2[CH:18]=[CH:17][C:16]([O:19][C:20]3[CH:25]=[CH:24][CH:23]=[CH:22][CH:21]=3)=[CH:15][CH:14]=2)[C:3]=1[C:26]([NH2:28])=[O:27].CCN(C(C)C)C(C)C.[C:38](Cl)(=[O:41])[CH:39]=[CH2:40].O. Given the product [C:38]([N:9]1[CH2:10][CH2:11][CH2:12][C@@H:7]([N:6]2[C:2]([NH2:1])=[C:3]([C:26]([NH2:28])=[O:27])[C:4]([C:13]3[CH:14]=[CH:15][C:16]([O:19][C:20]4[CH:25]=[CH:24][CH:23]=[CH:22][CH:21]=4)=[CH:17][CH:18]=3)=[N:5]2)[CH2:8]1)(=[O:41])[CH:39]=[CH2:40], predict the reactants needed to synthesize it. (4) Given the product [F:1][C:2]1[CH:9]=[CH:8][C:5]([CH2:6][NH:17][CH2:18][CH:19]([O:22][CH3:23])[O:20][CH3:21])=[CH:4][C:3]=1[Cl:10], predict the reactants needed to synthesize it. The reactants are: [F:1][C:2]1[CH:9]=[CH:8][C:5]([CH:6]=O)=[CH:4][C:3]=1[Cl:10].BrC1C=CC(C[NH:17][CH2:18][CH:19]([O:22][CH3:23])[O:20][CH3:21])=CC=1.